From a dataset of Forward reaction prediction with 1.9M reactions from USPTO patents (1976-2016). Predict the product of the given reaction. (1) Given the reactants [C:1]([O:5][C:6]([N:8]([CH:21]([CH3:23])[CH3:22])[CH2:9][C@H:10]([C:14]1[CH:19]=[CH:18][C:17]([Cl:20])=[CH:16][CH:15]=1)[C:11](O)=[O:12])=[O:7])([CH3:4])([CH3:3])[CH3:2].Cl.C(N=C=NCCCN(C)C)C.C1C=CC2N(O)N=NC=2C=1.O.C(N(CC)CC)C.[CH:54]([O:57][C:58]1[C:59]([N:67]2[CH2:72][CH2:71][NH:70][CH2:69][CH2:68]2)=[C:60]2[CH:66]=[CH:65][NH:64][C:61]2=[N:62][CH:63]=1)([CH3:56])[CH3:55], predict the reaction product. The product is: [Cl:20][C:17]1[CH:18]=[CH:19][C:14]([C@H:10]([C:11]([N:70]2[CH2:71][CH2:72][N:67]([C:59]3[C:58]([O:57][CH:54]([CH3:56])[CH3:55])=[CH:63][N:62]=[C:61]4[NH:64][CH:65]=[CH:66][C:60]=34)[CH2:68][CH2:69]2)=[O:12])[CH2:9][N:8]([CH:21]([CH3:23])[CH3:22])[C:6](=[O:7])[O:5][C:1]([CH3:2])([CH3:4])[CH3:3])=[CH:15][CH:16]=1. (2) Given the reactants [H-].[Na+].[O:3]1[CH2:8][CH2:7][N:6]([CH2:9][CH2:10][OH:11])[CH2:5][CH2:4]1.F[C:13]1[N:18]=[C:17]([NH2:19])[CH:16]=[CH:15][CH:14]=1, predict the reaction product. The product is: [O:3]1[CH2:8][CH2:7][N:6]([CH2:9][CH2:10][O:11][C:13]2[N:18]=[C:17]([NH2:19])[CH:16]=[CH:15][CH:14]=2)[CH2:5][CH2:4]1. (3) Given the reactants [CH3:1][O:2][C:3]1[CH:24]=[CH:23][C:6]([CH2:7][NH:8][C@H:9]2[CH2:14][CH2:13][C@H:12]([NH:15][C:16](=[O:22])[O:17][C:18]([CH3:21])([CH3:20])[CH3:19])[CH2:11][CH2:10]2)=[CH:5][CH:4]=1.C(N(CC)CC)C.[Cl:32][CH2:33][C:34]([CH3:39])([CH3:38])[C:35](Cl)=[O:36], predict the reaction product. The product is: [Cl:32][CH2:33][C:34]([CH3:39])([CH3:38])[C:35]([N:8]([C@H:9]1[CH2:10][CH2:11][C@H:12]([NH:15][C:16](=[O:22])[O:17][C:18]([CH3:21])([CH3:19])[CH3:20])[CH2:13][CH2:14]1)[CH2:7][C:6]1[CH:5]=[CH:4][C:3]([O:2][CH3:1])=[CH:24][CH:23]=1)=[O:36]. (4) Given the reactants [CH:1]([C:3]1[CH:4]=[C:5]([CH:24]=[CH:25][CH:26]=1)[CH2:6][O:7][C@H:8]1[CH2:12][N:11](C(OC(C)(C)C)=O)[C@H:10]([C:20]([O:22][CH3:23])=[O:21])[CH2:9]1)=[CH2:2].[ClH:27].O1CCOCC1, predict the reaction product. The product is: [ClH:27].[CH:1]([C:3]1[CH:4]=[C:5]([CH:24]=[CH:25][CH:26]=1)[CH2:6][O:7][C@H:8]1[CH2:12][NH:11][C@H:10]([C:20]([O:22][CH3:23])=[O:21])[CH2:9]1)=[CH2:2]. (5) The product is: [N+:8]([CH:11]([CH2:12][CH2:13][CH2:14][CH2:15][CH3:16])[CH2:3][CH2:2][C:1]([O:5][CH3:6])=[O:4])([O-:10])=[O:9]. Given the reactants [C:1]([O:5][CH2:6]C)(=[O:4])[CH:2]=[CH2:3].[N+:8]([CH2:11][CH2:12][CH2:13][CH2:14][CH2:15][CH3:16])([O-:10])=[O:9].C([O-])([O-])=O.[K+].[K+], predict the reaction product. (6) Given the reactants Cl.[F:2][CH2:3][C@@H:4]1[CH2:8][CH2:7][CH2:6][NH:5]1.[CH3:9][N:10]1[CH:14]=[C:13]([C:15]2[N:19]([C:20]3[CH:21]=[N:22][CH:23]=[CH:24][CH:25]=3)[N:18]=[C:17]([C:26](O)=[O:27])[CH:16]=2)[CH:12]=[N:11]1.Cl.CN(C)CCCN=C=NCC.ON1C2C=CC=CC=2N=N1, predict the reaction product. The product is: [CH3:9][N:10]1[CH:14]=[C:13]([C:15]2[N:19]([C:20]3[CH:21]=[N:22][CH:23]=[CH:24][CH:25]=3)[N:18]=[C:17]([C:26]([N:5]3[CH2:6][CH2:7][CH2:8][C@H:4]3[CH2:3][F:2])=[O:27])[CH:16]=2)[CH:12]=[N:11]1. (7) Given the reactants [H-].[Na+].[NH:3]1[C:11]2[C:6](=[CH:7][C:8]([C:12]([O:14][CH3:15])=[O:13])=[CH:9][CH:10]=2)[CH:5]=[CH:4]1.[F:16][CH:17]([F:20])[CH2:18]I, predict the reaction product. The product is: [F:16][CH:17]([F:20])[CH2:18][N:3]1[C:11]2[C:6](=[CH:7][C:8]([C:12]([O:14][CH3:15])=[O:13])=[CH:9][CH:10]=2)[CH:5]=[CH:4]1.